Dataset: Forward reaction prediction with 1.9M reactions from USPTO patents (1976-2016). Task: Predict the product of the given reaction. (1) The product is: [CH3:13][C:14]1[CH:29]=[C:17]2[N:18]=[C:19]([NH:28][C:10]([C@H:8]3[CH2:9][C@@H:7]3[C:1]3[CH:6]=[CH:5][CH:4]=[CH:3][CH:2]=3)=[O:11])[CH:20]=[C:21]([C:22]3[CH:27]=[CH:26][CH:25]=[CH:24][CH:23]=3)[N:16]2[N:15]=1. Given the reactants [C:1]1([C@H:7]2[CH2:9][C@@H:8]2[C:10](Cl)=[O:11])[CH:6]=[CH:5][CH:4]=[CH:3][CH:2]=1.[CH3:13][C:14]1[CH:29]=[C:17]2[N:18]=[C:19]([NH2:28])[CH:20]=[C:21]([C:22]3[CH:27]=[CH:26][CH:25]=[CH:24][CH:23]=3)[N:16]2[N:15]=1, predict the reaction product. (2) Given the reactants [O:1]1[CH2:6][CH2:5][N:4]([CH2:7][C:8]2[CH:13]=[CH:12][C:11]([C:14]3[NH:15][C:16]4[C:21]([N:22]=3)=[C:20]([C:23]3[CH:24]=[CH:25][C:26]([O:31][CH:32]5[CH2:37][CH2:36][NH:35][CH2:34][CH2:33]5)=[C:27]([CH:30]=3)[C:28]#[N:29])[N:19]=[CH:18][N:17]=4)=[CH:10][CH:9]=2)[CH2:3][CH2:2]1.[F:38][CH:39]([F:43])[C:40](O)=[O:41].CCN(C(C)C)C(C)C.CN(C(ON1N=NC2C=CC=NC1=2)=[N+](C)C)C.F[P-](F)(F)(F)(F)F, predict the reaction product. The product is: [F:38][CH:39]([F:43])[C:40]([N:35]1[CH2:36][CH2:37][CH:32]([O:31][C:26]2[CH:25]=[CH:24][C:23]([C:20]3[N:19]=[CH:18][N:17]=[C:16]4[C:21]=3[N:22]=[C:14]([C:11]3[CH:10]=[CH:9][C:8]([CH2:7][N:4]5[CH2:5][CH2:6][O:1][CH2:2][CH2:3]5)=[CH:13][CH:12]=3)[NH:15]4)=[CH:30][C:27]=2[C:28]#[N:29])[CH2:33][CH2:34]1)=[O:41]. (3) Given the reactants [C:1]([NH:4][C:5]1[CH:10]=[CH:9][C:8]([NH:11]/[C:12](/[CH2:18][CH2:19][CH2:20][CH2:21][CH3:22])=[CH:13]/[C:14]([O:16]C)=O)=[CH:7][CH:6]=1)(=[O:3])[CH3:2].C1(OC2C=CC=CC=2)C=CC=CC=1, predict the reaction product. The product is: [OH:16][C:14]1[C:7]2[C:8](=[CH:9][CH:10]=[C:5]([NH:4][C:1](=[O:3])[CH3:2])[CH:6]=2)[N:11]=[C:12]([CH2:18][CH2:19][CH2:20][CH2:21][CH3:22])[CH:13]=1.